Predict the product of the given reaction. From a dataset of Forward reaction prediction with 1.9M reactions from USPTO patents (1976-2016). (1) The product is: [NH2:33][C:22]1[N:21]=[C:20]([NH:18][C:12]2[CH:13]=[C:14]3[C:9](=[CH:10][CH:11]=2)[N:8]=[C:7]([C:1]2[CH:2]=[CH:3][CH:4]=[CH:5][CH:6]=2)[CH:16]=[C:15]3[NH2:17])[CH:25]=[C:24]([C:26]2[CH:27]=[CH:28][C:29]([F:32])=[CH:30][CH:31]=2)[N:23]=1. Given the reactants [C:1]1([C:7]2[CH:16]=[C:15]([NH2:17])[C:14]3[C:9](=[CH:10][CH:11]=[C:12]([NH2:18])[CH:13]=3)[N:8]=2)[CH:6]=[CH:5][CH:4]=[CH:3][CH:2]=1.Cl[C:20]1[CH:25]=[C:24]([C:26]2[CH:31]=[CH:30][C:29]([F:32])=[CH:28][CH:27]=2)[N:23]=[C:22]([NH2:33])[N:21]=1.CN1CCCC1=O, predict the reaction product. (2) Given the reactants [NH2:1][C:2]1[CH:3]=[C:4]([CH:20]=[CH:21][C:22]=1[O:23][CH3:24])[C:5]([NH:7][C:8]1[CH:9]=[N:10][C:11]([C:14]2[CH:19]=[CH:18][CH:17]=[CH:16][CH:15]=2)=[CH:12][CH:13]=1)=[O:6].N1C=CC=CC=1.[Cl:31][CH2:32][C:33](Cl)=[O:34], predict the reaction product. The product is: [Cl:31][CH2:32][C:33]([NH:1][C:2]1[CH:3]=[C:4]([CH:20]=[CH:21][C:22]=1[O:23][CH3:24])[C:5]([NH:7][C:8]1[CH:9]=[N:10][C:11]([C:14]2[CH:19]=[CH:18][CH:17]=[CH:16][CH:15]=2)=[CH:12][CH:13]=1)=[O:6])=[O:34]. (3) Given the reactants [C:1]([CH2:3]P(=O)(OCC)OCC)#[N:2].CN1C(=O)N(C)CCC1.[H-].[Na+].[Cl:23][C:24]1[CH:25]=[C:26]([C@@H:30]2[C@@H:35]([C:36]3[CH:41]=[CH:40][C:39]([Cl:42])=[CH:38][CH:37]=3)[N:34]([C@@H:43]([CH2:46][CH3:47])[CH:44]=O)[C:33](=[O:48])[C@:32]([CH2:50][CH:51]3[CH2:55][O:54][C:53]([CH3:57])([CH3:56])[O:52]3)([CH3:49])[CH2:31]2)[CH:27]=[CH:28][CH:29]=1, predict the reaction product. The product is: [Cl:23][C:24]1[CH:25]=[C:26]([C@@H:30]2[C@@H:35]([C:36]3[CH:37]=[CH:38][C:39]([Cl:42])=[CH:40][CH:41]=3)[N:34]([C@@H:43]([CH2:46][CH3:47])[CH:44]=[CH:3][C:1]#[N:2])[C:33](=[O:48])[C@:32]([CH2:50][CH:51]3[CH2:55][O:54][C:53]([CH3:57])([CH3:56])[O:52]3)([CH3:49])[CH2:31]2)[CH:27]=[CH:28][CH:29]=1. (4) Given the reactants [N:1]1[C:2]([C:10]([O:12]CC)=O)=[N:3][N:4]2[CH:9]=[CH:8][CH:7]=[CH:6][C:5]=12.[C:15]([O:18][CH2:19][CH3:20])(=[O:17])[CH3:16].C[Si]([N-][Si](C)(C)C)(C)C.[Li+], predict the reaction product. The product is: [N:1]1[C:2]([C:10](=[O:12])[CH2:16][C:15]([O:18][CH2:19][CH3:20])=[O:17])=[N:3][N:4]2[CH:9]=[CH:8][CH:7]=[CH:6][C:5]=12. (5) Given the reactants [C:1]([C:4]1[N:9]=[C:8]([C:10]([O:12][CH3:13])=[O:11])[C:7]([Cl:14])=[C:6]([NH2:15])[C:5]=1[F:16])(=[O:3])[CH3:2].[BH4-].[Na+], predict the reaction product. The product is: [NH2:15][C:6]1[C:5]([F:16])=[C:4]([CH:1]([OH:3])[CH3:2])[N:9]=[C:8]([C:10]([O:12][CH3:13])=[O:11])[C:7]=1[Cl:14]. (6) Given the reactants [F:1][C:2]1[CH:3]=[C:4]([C:9]2[C:13]([CH2:14][O:15][C:16]3[CH:24]=[CH:23][C:19]([C:20](O)=[O:21])=[CH:18][N:17]=3)=[C:12]([CH2:25][OH:26])[O:11][N:10]=2)[CH:5]=[CH:6][C:7]=1[F:8].O.ON1C2C=CC=CC=2N=N1.C(N(C(C)C)C(C)C)C.Cl.CN(C)CCCN=C=NCC.[NH2:59][C:60]([CH3:64])([CH3:63])[CH2:61][OH:62], predict the reaction product. The product is: [F:1][C:2]1[CH:3]=[C:4]([C:9]2[C:13]([CH2:14][O:15][C:16]3[CH:24]=[CH:23][C:19]([C:20]([NH:59][C:60]([CH3:64])([CH3:63])[CH2:61][OH:62])=[O:21])=[CH:18][N:17]=3)=[C:12]([CH2:25][OH:26])[O:11][N:10]=2)[CH:5]=[CH:6][C:7]=1[F:8].